The task is: Binary Classification. Given a miRNA mature sequence and a target amino acid sequence, predict their likelihood of interaction.. This data is from Experimentally validated miRNA-target interactions with 360,000+ pairs, plus equal number of negative samples. (1) The miRNA is hsa-miR-4705 with sequence UCAAUCACUUGGUAAUUGCUGU. The protein sequence of the target gene is MALPRCTWPNYVWRAVMACLVHRGLGAPLTLCMLGCLLQAGHVLSQKLDDVDPLVATNFGKIRGIKKELNNEILGPVIQFLGVPYAAPPTGERRFQPPEPPSPWSDIRNATQFAPVCPQNIIDGRLPEVMLPVWFTNNLDVVSSYVQDQSEDCLYLNIYVPTEDVKRISKECARKPGKKICRKGGPLTKKQTDDLGDNDGAEDEDIRDSGGPKPVMVYIHGGSYMEGTGNLYDGSVLASYGNVIVITVNYRLGVLGFLSTGDQAAKGNYGLLDLIQALRWTSENIGFFGGDPLRITVFGS.... Result: 1 (interaction). (2) The protein sequence of the target gene is MMLIPMASVMAVTEPKWVSVWSRFLWVTLLSMVLGSLLALLLPLGAVEEQCLAVLKGLYLLRSKPDRAQHAATKCTSPSTELSITSRGATLLVAKTKASPAGKLEARAALNQALEMKRQGKREKAQKLFMHALKMDPDFVDALTEFGIFSEEDKDIIQADYLYTRALTISPYHEKALVNRDRTLPLVEEIDQRYFSIIDSKVKKVMSIPKGNSALRRVMEETYYHHIYHTVAIEGNTLTLSEIRHILETRYAVPGKSLEEQNEVIGMHAAMKYINTTLVSRIGSVTISDVLEIHRRVLGY.... The miRNA is hsa-miR-5089-3p with sequence AUGCUACUCGGAAAUCCCACUGA. Result: 1 (interaction). (3) The miRNA is mmu-miR-669o-3p with sequence ACAUAACAUACACACACACGUAU. The protein sequence of the target gene is MLSSRWWPSSWGILGLGPRSPPRGSQLCALYAFTYTGADGQQVSLAEGDRFLLLRKTNSDWWLARRLEAPSTSRPIFVPAAYMIEESIPSQSPTTVIPGQLLWTPGPKLFHGSLEELSQALPSRAQASSEQPPPLPRKMCRSVSTDNLSPSLLKPFQEGPSGRSLSQEDLPSEASASTAGPQPLMSEPPVYCNLVDLRRCPRSPPPGPACPLLQRLDAWEQHLDPNSGRCFYINSLTGCKSWKPPRRSRSETNPGSMEGTQTLKRNNDVLQPQAKGFRSDTGTPEPLDPQGSLSLSQRTS.... Result: 0 (no interaction). (4) The miRNA is mmu-miR-759 with sequence GCAGAGUGCAAACAAUUUUGAC. The protein sequence of the target gene is MSEVTRSLLQRWGASFRRGADFDSWGQLVEAIDEYQILARHLQKEAQAQHNNSEFTEEQKKTIGKIATCLELRSAALQSTQSQEEFKLEDLKKLEPILKNILTYNKEFPFDVQPVPLRRILAPGEEENLEFEEDEEEGGAGAGSPDSFPARVPGTLLPRLPSEPGMTLLTIRIEKIGLKDAGQCIDPYITVSVKDLNGIDLTPVQDTPVASRKEDTYVHFNVDIELQKHVEKLTKGAAIFFEFKHYKPKKRFTSTKCFAFMEMDEIKPGPIVIELYKKPTDFKRKKLQLLTKKPLYLHLH.... Result: 0 (no interaction). (5) The miRNA is cel-miR-79-3p with sequence AUAAAGCUAGGUUACCAAAGCU. The protein sequence of the target gene is MAPRGFSCLLLSTSEIDLPVKRRA. Result: 0 (no interaction). (6) The miRNA is hsa-miR-4531 with sequence AUGGAGAAGGCUUCUGA. The protein sequence of the target gene is MAVSRRRVPQAGARSFFCALLLSFSQFTGSDGTGGDAAAPGAAGTQAELPHRRFEYKYSFKGPHLVQSDGTVPFWAHAGNAIPSADQIRIAPSLKSQRGSVWTKAKAAFENWEVEVTFRVTGRGRIGADGLAIWYTENQGLDGPVFGSADTWNGVGIFFDSFDNDGKKNNPAIVVIGNNGQINYDHQNDGATQALASCQRDFRNKPYPVRAKITYYQKTLTVMINNGFTPDKNDYEFCAKVENMVIPTQGHFGISAATGGLADDHDVLSFLTFQLTEPGKEPPTAEKDISEKEKEKYQEE.... Result: 0 (no interaction). (7) The miRNA is hsa-miR-5011-5p with sequence UAUAUAUACAGCCAUGCACUC. The protein sequence of the target gene is MVEEVQKHSVHTLVFRSLKRTHDMFVADNGKPVPLDEESHKRKMAIKLRNEYGPVLHMPTSKENLKEKGPQNATDSYVHKQYPANQGQEVEYFVAGTHPYPPGPGVALTADTKIQRMPSESAAQSLAVALPLQTKADANRTAPSGSEYRHPGASDRPQPTAMNSIVMETGNTKNSALMAKKAPTMPKPQWHPPWKLYRVISGHLGWVRCIAVEPGNQWFVTGSADRTIKIWDLASGKLKLSLTGHISTVRGVIVSTRSPYLFSCGEDKQVKCWDLEYNKVIRHYHGHLSAVYGLDLHPTI.... Result: 1 (interaction).